This data is from Full USPTO retrosynthesis dataset with 1.9M reactions from patents (1976-2016). The task is: Predict the reactants needed to synthesize the given product. (1) Given the product [C:1]([N:24]1[CH2:23][CH2:22][CH:21]([O:20][C:18]2[CH:17]=[C:16]([O:27][CH3:28])[CH:15]=[C:14]3[C:19]=2[C:10]([NH:9][C:8]2[CH:29]=[CH:30][C:31]([F:32])=[C:6]([Cl:5])[CH:7]=2)=[N:11][CH:12]=[N:13]3)[CH2:26][CH2:25]1)(=[O:3])[CH3:2], predict the reactants needed to synthesize it. The reactants are: [C:1](Cl)(=[O:3])[CH3:2].[Cl:5][C:6]1[CH:7]=[C:8]([CH:29]=[CH:30][C:31]=1[F:32])[NH:9][C:10]1[C:19]2[C:14](=[CH:15][C:16]([O:27][CH3:28])=[CH:17][C:18]=2[O:20][CH:21]2[CH2:26][CH2:25][NH:24][CH2:23][CH2:22]2)[N:13]=[CH:12][N:11]=1. (2) The reactants are: COC1C=CC(P2(SP(C3C=CC(OC)=CC=3)(=S)S2)=[S:10])=CC=1.[N:23]1([C:29]([N:31]2[CH2:36][CH:35]([C:37]3[CH:42]=[CH:41][C:40]([C:43]([F:46])([F:45])[F:44])=[CH:39][CH:38]=3)[CH2:34][CH:33]([C:47]([NH2:49])=O)[CH2:32]2)=[O:30])[CH2:28][CH2:27][O:26][CH2:25][CH2:24]1.C(=O)(O)[O-].[Na+]. Given the product [N:23]1([C:29]([N:31]2[CH2:36][CH:35]([C:37]3[CH:42]=[CH:41][C:40]([C:43]([F:46])([F:45])[F:44])=[CH:39][CH:38]=3)[CH2:34][CH:33]([C:47](=[S:10])[NH2:49])[CH2:32]2)=[O:30])[CH2:28][CH2:27][O:26][CH2:25][CH2:24]1, predict the reactants needed to synthesize it. (3) Given the product [Cl:1][C:2]1[N:7]([CH2:15][C:16]2[CH:21]=[CH:20][CH:19]=[CH:18][C:17]=2[C:22]#[N:23])[C:6](=[O:8])[NH:5][C:4](=[O:9])[CH:3]=1, predict the reactants needed to synthesize it. The reactants are: [Cl:1][C:2]1[NH:7][C:6](=[O:8])[NH:5][C:4](=[O:9])[CH:3]=1.[H-].[Na+].[Br-].[Li+].Br[CH2:15][C:16]1[C:17]([C:22]#[N:23])=[CH:18][CH:19]=[CH:20][CH:21]=1.[H-].[Li+].[Li+].[I-]. (4) Given the product [CH3:27][O:26][C:20]1[CH:19]=[C:18]([N:5]([CH2:6][CH2:7][C:8]2[CH:9]=[CH:10][C:11]([C:14]([F:17])([F:16])[F:15])=[CH:12][CH:13]=2)[C:3](=[O:4])[C@@H:2]([NH:1][CH:36]2[CH2:37][O:34][CH2:35]2)[C:28]2[CH:29]=[CH:30][CH:31]=[CH:32][CH:33]=2)[CH:23]=[CH:22][C:21]=1[O:24][CH3:25], predict the reactants needed to synthesize it. The reactants are: [NH2:1][C@@H:2]([C:28]1[CH:33]=[CH:32][CH:31]=[CH:30][CH:29]=1)[C:3]([N:5]([C:18]1[CH:23]=[CH:22][C:21]([O:24][CH3:25])=[C:20]([O:26][CH3:27])[CH:19]=1)[CH2:6][CH2:7][C:8]1[CH:13]=[CH:12][C:11]([C:14]([F:17])([F:16])[F:15])=[CH:10][CH:9]=1)=[O:4].[O:34]1[CH2:37][C:36](=O)[CH2:35]1.C(O[BH-](OC(=O)C)OC(=O)C)(=O)C.[Na+].C(O)(=O)C. (5) Given the product [O:49]=[S:46]1(=[O:50])[CH2:45][CH2:44][N:43]([CH2:42][CH2:41][NH:40][C@:7]23[CH2:6][CH2:5][C@@H:4]([CH:2]([N:1]4[CH2:52][CH2:53][CH2:54][C:55]4=[O:56])[CH3:3])[C@@H:8]2[C@@H:9]2[C@@:22]([CH3:25])([CH2:23][CH2:24]3)[C@@:21]3([CH3:26])[C@@H:12]([C@:13]4([CH3:39])[C@@H:18]([CH2:19][CH2:20]3)[C:17]([CH3:27])([CH3:28])[C:16]([C:29]3[CH:30]=[CH:31][C:32]([C:33]([O:35][CH3:36])=[O:34])=[CH:37][CH:38]=3)=[CH:15][CH2:14]4)[CH2:11][CH2:10]2)[CH2:48][CH2:47]1, predict the reactants needed to synthesize it. The reactants are: [NH2:1][CH:2]([C@H:4]1[C@@H:8]2[C@@H:9]3[C@@:22]([CH3:25])([CH2:23][CH2:24][C@@:7]2([NH:40][CH2:41][CH2:42][N:43]2[CH2:48][CH2:47][S:46](=[O:50])(=[O:49])[CH2:45][CH2:44]2)[CH2:6][CH2:5]1)[C@@:21]1([CH3:26])[C@@H:12]([C@:13]2([CH3:39])[C@@H:18]([CH2:19][CH2:20]1)[C:17]([CH3:28])([CH3:27])[C:16]([C:29]1[CH:38]=[CH:37][C:32]([C:33]([O:35][CH3:36])=[O:34])=[CH:31][CH:30]=1)=[CH:15][CH2:14]2)[CH2:11][CH2:10]3)[CH3:3].Cl[CH2:52][CH2:53][CH2:54][C:55](Cl)=[O:56].C(C1C=C(C)C=C(C(C)(C)C)N=1)(C)(C)C.[H-].[Na+]. (6) Given the product [Cl:1][C:2]1[CH:3]=[C:4]([C@@H:8]([OH:21])[CH2:9][N:10]([C@H:11]([CH3:20])[CH2:12][C:13]2[CH:14]=[CH:15][C:16]([I:19])=[CH:17][CH:18]=2)[C:22](=[O:23])[O:24][C:25]([CH3:28])([CH3:27])[CH3:26])[CH:5]=[CH:6][CH:7]=1, predict the reactants needed to synthesize it. The reactants are: [Cl:1][C:2]1[CH:3]=[C:4]([C@@H:8]([OH:21])[CH2:9][NH:10][C@H:11]([CH3:20])[CH2:12][C:13]2[CH:18]=[CH:17][C:16]([I:19])=[CH:15][CH:14]=2)[CH:5]=[CH:6][CH:7]=1.[C:22](O[C:22]([O:24][C:25]([CH3:28])([CH3:27])[CH3:26])=[O:23])([O:24][C:25]([CH3:28])([CH3:27])[CH3:26])=[O:23].[OH-].[Na+]. (7) The reactants are: F[C:2]1[CH:3]=[C:4]([C:19]([C:21]2[CH:26]=[CH:25][CH:24]=[CH:23][CH:22]=2)=[O:20])[CH:5]=[C:6](F)[C:7]=1[N:8]1[CH2:13][CH2:12][N:11]2[CH2:14][CH2:15][CH2:16][CH2:17][C@@H:10]2[CH2:9]1.FC1C=CC(C(C2C=CC=CC=2)=O)=CC=1. Given the product [CH2:9]1[N:8]([C:7]2[CH:2]=[CH:3][C:4]([C:19]([C:21]3[CH:26]=[CH:25][CH:24]=[CH:23][CH:22]=3)=[O:20])=[CH:5][CH:6]=2)[CH2:13][CH2:12][N:11]2[CH2:14][CH2:15][CH2:16][CH2:17][C@H:10]12, predict the reactants needed to synthesize it.